From a dataset of Ames mutagenicity test results for genotoxicity prediction. Regression/Classification. Given a drug SMILES string, predict its toxicity properties. Task type varies by dataset: regression for continuous values (e.g., LD50, hERG inhibition percentage) or binary classification for toxic/non-toxic outcomes (e.g., AMES mutagenicity, cardiotoxicity, hepatotoxicity). Dataset: ames. (1) The drug is CCOP(=S)(OCC)Oc1cnc2ccccc2n1. The result is 0 (non-mutagenic). (2) The drug is Nc1c(Br)cc([N+](=O)[O-])cc1[N+](=O)[O-]. The result is 1 (mutagenic).